Dataset: Reaction yield outcomes from USPTO patents with 853,638 reactions. Task: Predict the reaction yield, written as a fraction of the theoretical maximum amount of product (1.0 means a 100% yield; for example, 0.34 means a 34% yield). (1) The yield is 0.470. The reactants are [CH3:1][C:2]1[NH:7][C:6](=[S:8])[C:5]([C:9]#[N:10])=[C:4]([C:11]([F:14])([F:13])[F:12])[CH:3]=1.Cl[CH2:16][C:17]([NH:19][CH2:20][CH2:21][C:22]1[CH:27]=[CH:26][CH:25]=[CH:24][CH:23]=1)=[O:18].[OH-].[Na+]. The product is [NH2:10][C:9]1[C:5]2[C:6](=[N:7][C:2]([CH3:1])=[CH:3][C:4]=2[C:11]([F:14])([F:12])[F:13])[S:8][C:16]=1[C:17]([NH:19][CH2:20][CH2:21][C:22]1[CH:27]=[CH:26][CH:25]=[CH:24][CH:23]=1)=[O:18]. The catalyst is CN(C=O)C.O.C(Cl)Cl. (2) The reactants are [O:1]1[C:5]2[CH:6]=[CH:7][C:8]([C:10]3[C:15]([N+:16]([O-])=O)=[C:14]([Cl:19])[N:13]=[C:12]([CH2:20][C:21]4[CH:26]=[CH:25][C:24]([F:27])=[CH:23][CH:22]=4)[N:11]=3)=[CH:9][C:4]=2[O:3][CH2:2]1.OCC1(OC[C@@H](O)[C@@H](O)[C@H]1O)O. The catalyst is C(O)C.[Ni]. The product is [O:1]1[C:5]2[CH:6]=[CH:7][C:8]([C:10]3[C:15]([NH2:16])=[C:14]([Cl:19])[N:13]=[C:12]([CH2:20][C:21]4[CH:26]=[CH:25][C:24]([F:27])=[CH:23][CH:22]=4)[N:11]=3)=[CH:9][C:4]=2[O:3][CH2:2]1. The yield is 0.900. (3) The reactants are [F:1][C:2]([F:29])([F:28])[C:3]1[C:11]2[CH2:10][CH2:9][CH2:8][CH2:7][C:6]=2[N:5]([CH2:12][C:13]([NH:15][C:16]2[S:20][C:19]3[CH2:21][CH2:22][CH2:23][CH2:24][C:18]=3[C:17]=2C(O)=O)=[O:14])[N:4]=1.Cl. The catalyst is N1C2C(=CC=CC=2)C=CC=1.O.[Cu]. The product is [S:20]1[C:16]([NH:15][C:13](=[O:14])[CH2:12][N:5]2[C:6]3[CH2:7][CH2:8][CH2:9][CH2:10][C:11]=3[C:3]([C:2]([F:29])([F:1])[F:28])=[N:4]2)=[CH:17][C:18]2[CH2:24][CH2:23][CH2:22][CH2:21][C:19]1=2. The yield is 0.950. (4) The yield is 1.00. The product is [N:22]([CH2:2][CH2:3][C:4]1[C:12]2[C:7](=[CH:8][C:9]([Cl:14])=[C:10]([CH3:13])[CH:11]=2)[NH:6][C:5]=1[Si:15]([CH2:20][CH3:21])([CH2:18][CH3:19])[CH2:16][CH3:17])=[N+:23]=[N-:24]. The reactants are Br[CH2:2][CH2:3][C:4]1[C:12]2[C:7](=[CH:8][C:9]([Cl:14])=[C:10]([CH3:13])[CH:11]=2)[NH:6][C:5]=1[Si:15]([CH2:20][CH3:21])([CH2:18][CH3:19])[CH2:16][CH3:17].[N-:22]=[N+:23]=[N-:24].[Na+]. The catalyst is CN(C=O)C. (5) The reactants are [Cl:1][C:2]1[CH:9]=[CH:8][C:5]([CH:6]=O)=[C:4]([NH2:10])[CH:3]=1.[CH2:11]([O:13][C:14](=[O:18])[CH:15]=[CH:16]O)[CH3:12].[Na]. The catalyst is C(O)(=O)C. The product is [CH2:11]([O:13][C:14]([C:15]1[CH:16]=[N:10][C:4]2[C:5]([CH:6]=1)=[CH:8][CH:9]=[C:2]([Cl:1])[CH:3]=2)=[O:18])[CH3:12]. The yield is 0.130. (6) The reactants are [C:1]1([C:7]2[CH:15]=[C:10]3[N:11]=[CH:12][CH:13]=[CH:14][N:9]3[N:8]=2)[CH:6]=[CH:5][CH:4]=[CH:3][CH:2]=1.O[CH2:17][N:18]1[CH2:22][CH:21]([CH2:23][CH2:24][CH3:25])[CH2:20][C:19]1=[O:26]. The product is [C:1]1([C:7]2[C:15]([CH2:17][N:18]3[CH2:22][CH:21]([CH2:23][CH2:24][CH3:25])[CH2:20][C:19]3=[O:26])=[C:10]3[N:11]=[CH:12][CH:13]=[CH:14][N:9]3[N:8]=2)[CH:2]=[CH:3][CH:4]=[CH:5][CH:6]=1. The catalyst is FC(F)(F)C(O)=O. The yield is 0.240.